Dataset: Reaction yield outcomes from USPTO patents with 853,638 reactions. Task: Predict the reaction yield, written as a fraction of the theoretical maximum amount of product (1.0 means a 100% yield; for example, 0.34 means a 34% yield). (1) The reactants are [CH2:1]1[CH:5]2[CH:6]3C=CC([CH:4]2[CH:3]=[CH:2]1)C3.C[SiH:12]([Cl:14])[Cl:13].CCCCCCCCCCCCCCCC. The catalyst is [Pd].C(P(CCCC)CCCC)CCC.C1(C)C=CC=CC=1. The product is [CH:5]1([CH2:6][SiH:12]([Cl:14])[Cl:13])[CH2:4][CH2:3][CH:2]=[CH:1]1. The yield is 0.630. (2) The reactants are [Br:1][C:2]1[CH:7]=[C:6]([N+:8]([O-])=O)[CH:5]=[CH:4][C:3]=1[C:11]([CH3:16])([CH2:14][OH:15])[CH2:12]O.C(C=P(CCCC)(CCCC)CCCC)#N.O.O.[Sn](Cl)Cl. The catalyst is C1C=CC=CC=1. The product is [Br:1][C:2]1[CH:7]=[C:6]([CH:5]=[CH:4][C:3]=1[C:11]1([CH3:16])[CH2:14][O:15][CH2:12]1)[NH2:8]. The yield is 0.320. (3) The reactants are [C:1]([O:5][C:6]([N:8]([CH2:24][CH:25]=[CH:26][Cl:27])[C:9]1[CH:18]=[CH:17][C:16]2[C:11](=[CH:12][CH:13]=[C:14]([C:19]([O:21][CH3:22])=[O:20])[CH:15]=2)[C:10]=1Br)=[O:7])([CH3:4])([CH3:3])[CH3:2].CCCC[SnH](CCCC)CCCC.CC(N=NC(C#N)(C)C)(C#N)C. The catalyst is C1C=CC=CC=1. The product is [C:1]([O:5][C:6]([N:8]1[C:9]2[CH:18]=[CH:17][C:16]3[CH:15]=[C:14]([C:19]([O:21][CH3:22])=[O:20])[CH:13]=[CH:12][C:11]=3[C:10]=2[CH:25]([CH2:26][Cl:27])[CH2:24]1)=[O:7])([CH3:4])([CH3:3])[CH3:2]. The yield is 0.850. (4) The reactants are C[O:2][C:3](=[O:27])[C:4]1[CH:9]=[CH:8][C:7]([NH:10][C:11](=[O:26])[CH:12]([C:19]2[CH:24]=[CH:23][CH:22]=[C:21]([Cl:25])[CH:20]=2)[CH2:13][CH:14]2[CH2:18][CH2:17][CH2:16][CH2:15]2)=[N:6][CH:5]=1.[OH-].[Na+]. The catalyst is O1CCCC1.O.CO. The product is [Cl:25][C:21]1[CH:20]=[C:19]([CH:12]([CH2:13][CH:14]2[CH2:15][CH2:16][CH2:17][CH2:18]2)[C:11]([NH:10][C:7]2[CH:8]=[CH:9][C:4]([C:3]([OH:27])=[O:2])=[CH:5][N:6]=2)=[O:26])[CH:24]=[CH:23][CH:22]=1. The yield is 0.444. (5) The reactants are [NH2:1][C:2]1[CH:7]=[C:6]([Cl:8])[CH:5]=[CH:4][C:3]=1[SH:9].Br[CH2:11][C:12]1[CH:17]=[CH:16][CH:15]=[CH:14][CH:13]=1.C([O-])([O-])=O.[K+].[K+]. The catalyst is CN(C=O)C. The product is [CH2:11]([S:9][C:3]1[CH:4]=[CH:5][C:6]([Cl:8])=[CH:7][C:2]=1[NH2:1])[C:12]1[CH:17]=[CH:16][CH:15]=[CH:14][CH:13]=1. The yield is 1.00.